Dataset: Reaction yield outcomes from USPTO patents with 853,638 reactions. Task: Predict the reaction yield, written as a fraction of the theoretical maximum amount of product (1.0 means a 100% yield; for example, 0.34 means a 34% yield). (1) The reactants are C([O:3][C:4](=[O:15])[CH2:5][C:6]1[CH:11]=[CH:10][N:9]2[CH:12]=[CH:13][N:14]=[C:8]2[CH:7]=1)C.[OH-].[Na+].Cl. The catalyst is O1CCOCC1. The product is [N:14]1[CH:13]=[CH:12][N:9]2[CH:10]=[CH:11][C:6]([CH2:5][C:4]([OH:15])=[O:3])=[CH:7][C:8]=12. The yield is 0.700. (2) The reactants are [OH:1][C:2]1[CH:3]=[C:4]([NH:10][S:11]([C:14]2[CH:19]=[CH:18][C:17]([I:20])=[CH:16][CH:15]=2)(=[O:13])=[O:12])[CH:5]=[CH:6][C:7]=1[O:8][CH3:9].C(=O)([O-])[O-].[K+].[K+].Cl.[CH3:28][N:29]([CH3:33])[CH2:30][CH2:31]Cl. The catalyst is CN(C)C=O.[Cl-].[Na+].O. The product is [CH3:28][N:29]([CH3:33])[CH2:30][CH2:31][O:1][C:2]1[CH:3]=[C:4]([NH:10][S:11]([C:14]2[CH:19]=[CH:18][C:17]([I:20])=[CH:16][CH:15]=2)(=[O:13])=[O:12])[CH:5]=[CH:6][C:7]=1[O:8][CH3:9]. The yield is 0.420. (3) The reactants are Cl.[CH:2]([N:5]1[C:13]2[C:8](=[CH:9][C:10]([C:14]3[O:18][N:17]=[C:16]([C:19]4[CH:28]=[CH:27][CH:26]=[C:25]5[C:20]=4[CH2:21][CH2:22][NH:23][CH2:24]5)[N:15]=3)=[CH:11][CH:12]=2)[CH:7]=[CH:6]1)([CH3:4])[CH3:3].[C:29]([O:33][CH2:34][CH3:35])(=[O:32])[CH:30]=[CH2:31].N1(C2CCCCCCCCCC2)CCCN=CCCCCC1.O. The catalyst is C(#N)C. The product is [CH2:34]([O:33][C:29](=[O:32])[CH2:30][CH2:31][N:23]1[CH2:22][CH2:21][C:20]2[C:25](=[CH:26][CH:27]=[CH:28][C:19]=2[C:16]2[N:15]=[C:14]([C:10]3[CH:9]=[C:8]4[C:13](=[CH:12][CH:11]=3)[N:5]([CH:2]([CH3:4])[CH3:3])[CH:6]=[CH:7]4)[O:18][N:17]=2)[CH2:24]1)[CH3:35]. The yield is 0.960. (4) The reactants are [NH:1]1[CH2:6][CH2:5][NH:4][CH2:3][CH:2]1[C:7]([O:9][CH2:10][CH3:11])=[O:8].[C:12](O[C:12]([O:14][C:15]([CH3:18])([CH3:17])[CH3:16])=[O:13])([O:14][C:15]([CH3:18])([CH3:17])[CH3:16])=[O:13]. The catalyst is C(Cl)(Cl)Cl.CN(C)C1C=CN=CC=1. The product is [CH2:10]([O:9][C:7]([CH:2]1[NH:1][CH2:6][CH2:5][N:4]([C:12]([O:14][C:15]([CH3:18])([CH3:17])[CH3:16])=[O:13])[CH2:3]1)=[O:8])[CH3:11]. The yield is 1.00. (5) The reactants are [CH2:1]([Zn]CC)C.CCCCCC.ClCI.[C:15]12([CH2:25][CH2:26][N:27]([CH2:40][CH2:41][CH2:42][CH2:43][CH3:44])[C:28]([NH:30][CH2:31]/[CH:32]=[CH:33]\[C:34]3[CH:39]=[CH:38][N:37]=[CH:36][CH:35]=3)=[O:29])[CH2:24][CH:19]3[CH2:20][CH:21]([CH2:23][CH:17]([CH2:18]3)[CH2:16]1)[CH2:22]2.[Cl-].[NH4+]. The catalyst is ClCCCl.C(OCC)(=O)C. The product is [C:15]12([CH2:25][CH2:26][N:27]([CH2:40][CH2:41][CH2:42][CH2:43][CH3:44])[C:28]([NH:30][CH2:31][C@@H:32]3[CH2:1][C@@H:33]3[C:34]3[CH:35]=[CH:36][N:37]=[CH:38][CH:39]=3)=[O:29])[CH2:16][CH:17]3[CH2:18][CH:19]([CH2:20][CH:21]([CH2:23]3)[CH2:22]1)[CH2:24]2. The yield is 0.0350. (6) The reactants are [O:1]1[CH:5]=[CH:4][CH:3]=[C:2]1[C:6]#[N:7].CCO.[NH2:11][OH:12]. The catalyst is [Cl-].[Na+].O. The product is [OH:12][N:11]=[C:6]([C:2]1[O:1][CH:5]=[CH:4][CH:3]=1)[NH2:7]. The yield is 0.830. (7) The reactants are [C:1]([NH:4][CH2:5][CH2:6][CH:7]([NH:15]C(=O)OC(C)(C)C)[C:8]1[CH:13]=[CH:12][C:11]([Cl:14])=[CH:10][CH:9]=1)(=[O:3])[CH3:2].C(O)(C(F)(F)F)=O. No catalyst specified. The product is [NH2:15][CH:7]([C:8]1[CH:9]=[CH:10][C:11]([Cl:14])=[CH:12][CH:13]=1)[CH2:6][CH2:5][NH:4][C:1](=[O:3])[CH3:2]. The yield is 0.396.